From a dataset of Catalyst prediction with 721,799 reactions and 888 catalyst types from USPTO. Predict which catalyst facilitates the given reaction. Reactant: [C:1]1([OH:7])[CH:6]=[CH:5][CH:4]=[CH:3][CH:2]=1.C(=O)([O-])[O-].[Cs+].[Cs+].Cl[C:15]1[C:20]([CH:21]([CH2:26][CH2:27][CH3:28])[C:22]([O:24][CH3:25])=[O:23])=[C:19]([CH3:29])[N:18]=[C:17]([C:30]2[CH:35]=[CH:34][CH:33]=[CH:32][CH:31]=2)[N:16]=1. Product: [CH3:29][C:19]1[C:20]([CH:21]([CH2:26][CH2:27][CH3:28])[C:22]([O:24][CH3:25])=[O:23])=[C:15]([O:7][C:1]2[CH:6]=[CH:5][CH:4]=[CH:3][CH:2]=2)[N:16]=[C:17]([C:30]2[CH:35]=[CH:34][CH:33]=[CH:32][CH:31]=2)[N:18]=1. The catalyst class is: 685.